The task is: Regression. Given two drug SMILES strings and cell line genomic features, predict the synergy score measuring deviation from expected non-interaction effect.. This data is from NCI-60 drug combinations with 297,098 pairs across 59 cell lines. (1) Drug 1: CC1C(C(=O)NC(C(=O)N2CCCC2C(=O)N(CC(=O)N(C(C(=O)O1)C(C)C)C)C)C(C)C)NC(=O)C3=C4C(=C(C=C3)C)OC5=C(C(=O)C(=C(C5=N4)C(=O)NC6C(OC(=O)C(N(C(=O)CN(C(=O)C7CCCN7C(=O)C(NC6=O)C(C)C)C)C)C(C)C)C)N)C. Drug 2: C1C(C(OC1N2C=NC3=C(N=C(N=C32)Cl)N)CO)O. Cell line: NCI-H322M. Synergy scores: CSS=24.4, Synergy_ZIP=-5.95, Synergy_Bliss=1.51, Synergy_Loewe=-24.7, Synergy_HSA=0.147. (2) Drug 1: CC1CCC2CC(C(=CC=CC=CC(CC(C(=O)C(C(C(=CC(C(=O)CC(OC(=O)C3CCCCN3C(=O)C(=O)C1(O2)O)C(C)CC4CCC(C(C4)OC)O)C)C)O)OC)C)C)C)OC. Drug 2: CN(CC1=CN=C2C(=N1)C(=NC(=N2)N)N)C3=CC=C(C=C3)C(=O)NC(CCC(=O)O)C(=O)O. Cell line: U251. Synergy scores: CSS=35.9, Synergy_ZIP=6.55, Synergy_Bliss=6.38, Synergy_Loewe=-19.4, Synergy_HSA=4.24. (3) Drug 1: COC1=C(C=C2C(=C1)N=CN=C2NC3=CC(=C(C=C3)F)Cl)OCCCN4CCOCC4. Drug 2: C1C(C(OC1N2C=NC3=C2NC=NCC3O)CO)O. Cell line: NCI-H226. Synergy scores: CSS=25.8, Synergy_ZIP=-4.19, Synergy_Bliss=1.04, Synergy_Loewe=-0.199, Synergy_HSA=3.18.